Dataset: Full USPTO retrosynthesis dataset with 1.9M reactions from patents (1976-2016). Task: Predict the reactants needed to synthesize the given product. (1) Given the product [Cl:8][CH:15]=[C:14]([C:16]1[CH:21]=[N:20][CH:19]=[CH:18][N:17]=1)[O:13][Si:12]([CH:9]([CH3:10])[CH3:11])([CH:22]([CH3:24])[CH3:23])[CH:25]([CH3:27])[CH3:26], predict the reactants needed to synthesize it. The reactants are: C1C(=O)N([Cl:8])C(=O)C1.[CH:9]([Si:12]([CH:25]([CH3:27])[CH3:26])([CH:22]([CH3:24])[CH3:23])[O:13][C:14]([C:16]1[CH:21]=[N:20][CH:19]=[CH:18][N:17]=1)=[CH2:15])([CH3:11])[CH3:10]. (2) The reactants are: [C:1]([O:5][C:6]([N:8]1[CH2:13][CH2:12][N:11]([C:14]2[CH:19]=[CH:18][C:17]([C:20]3[S:21][C:22]4[CH:28]=[C:27]([NH2:29])[CH:26]=[CH:25][C:23]=4[N:24]=3)=[CH:16][N:15]=2)[CH2:10][CH2:9]1)=[O:7])([CH3:4])([CH3:3])[CH3:2].[CH3:30][S:31](Cl)(=[O:33])=[O:32].N1C=CC=CC=1. Given the product [CH3:30][S:31]([NH:29][C:27]1[CH:26]=[CH:25][C:23]2[N:24]=[C:20]([C:17]3[CH:18]=[CH:19][C:14]([N:11]4[CH2:10][CH2:9][N:8]([C:6]([O:5][C:1]([CH3:4])([CH3:2])[CH3:3])=[O:7])[CH2:13][CH2:12]4)=[N:15][CH:16]=3)[S:21][C:22]=2[CH:28]=1)(=[O:33])=[O:32], predict the reactants needed to synthesize it.